Dataset: Full USPTO retrosynthesis dataset with 1.9M reactions from patents (1976-2016). Task: Predict the reactants needed to synthesize the given product. (1) The reactants are: Cl[C:2]1[C:11]2[C:6](=[CH:7][C:8]([F:13])=[CH:9][C:10]=2[F:12])[N:5]=[C:4]([C:14]2[CH:19]=[C:18]([O:20][C:21]([F:24])([F:23])[F:22])[CH:17]=[CH:16][C:15]=2[S:25]([CH3:28])(=[O:27])=[O:26])[C:3]=1[CH3:29].[O:30]1[CH2:35][CH2:34][N:33]([C:36]2[CH:37]=[C:38]([NH2:42])[CH:39]=[N:40][CH:41]=2)[CH2:32][CH2:31]1. Given the product [F:12][C:10]1[CH:9]=[C:8]([F:13])[CH:7]=[C:6]2[C:11]=1[C:2]([NH:42][C:38]1[CH:39]=[N:40][CH:41]=[C:36]([N:33]3[CH2:34][CH2:35][O:30][CH2:31][CH2:32]3)[CH:37]=1)=[C:3]([CH3:29])[C:4]([C:14]1[CH:19]=[C:18]([O:20][C:21]([F:22])([F:23])[F:24])[CH:17]=[CH:16][C:15]=1[S:25]([CH3:28])(=[O:27])=[O:26])=[N:5]2, predict the reactants needed to synthesize it. (2) Given the product [Cl:1][C:2]1[CH:3]=[C:4]([NH:19][S:23]([C:26]2[CH:31]=[CH:30][C:29]([Cl:32])=[C:28]([C:33]([F:36])([F:35])[F:34])[CH:27]=2)(=[O:24])=[O:25])[C:5]([C:8]([C:10]2[CH:18]=[CH:17][CH:16]=[CH:15][C:11]=2[C:12]([OH:14])=[O:13])=[O:9])=[N:6][CH:7]=1, predict the reactants needed to synthesize it. The reactants are: [Cl:1][C:2]1[CH:3]=[C:4]([N:19]([S:23]([C:26]2[CH:31]=[CH:30][C:29]([Cl:32])=[C:28]([C:33]([F:36])([F:35])[F:34])[CH:27]=2)(=[O:25])=[O:24])COC)[C:5]([C:8]([C:10]2[CH:18]=[CH:17][CH:16]=[CH:15][C:11]=2[C:12]([OH:14])=[O:13])=[O:9])=[N:6][CH:7]=1.O.